This data is from Forward reaction prediction with 1.9M reactions from USPTO patents (1976-2016). The task is: Predict the product of the given reaction. (1) Given the reactants [Si:1]([O:8][C:9]1[CH:10]=[C:11]([CH:14]=[CH:15][CH:16]=1)[CH2:12]O)([C:4]([CH3:7])([CH3:6])[CH3:5])([CH3:3])[CH3:2].C(N(CC)CC)C.CS([Cl:28])(=O)=O.O, predict the reaction product. The product is: [Si:1]([O:8][C:9]1[CH:10]=[C:11]([CH:14]=[CH:15][CH:16]=1)[CH2:12][Cl:28])([C:4]([CH3:7])([CH3:6])[CH3:5])([CH3:3])[CH3:2]. (2) Given the reactants [CH3:1][C:2]1[C:9]([NH:10][C:11](=[O:17])[CH2:12][C:13]([F:16])([F:15])[F:14])=[CH:8][CH:7]=[CH:6][C:3]=1[CH2:4][OH:5], predict the reaction product. The product is: [CH3:1][C:2]1[C:9]([NH:10][C:11](=[O:17])[CH2:12][C:13]([F:14])([F:15])[F:16])=[CH:8][CH:7]=[CH:6][C:3]=1[CH:4]=[O:5].